From a dataset of Catalyst prediction with 721,799 reactions and 888 catalyst types from USPTO. Predict which catalyst facilitates the given reaction. (1) Reactant: Cl[C:2]1[C:7]([C:8]#[C:9][C:10]2[CH:11]=[N:12][C:13]([NH2:16])=[CH:14][CH:15]=2)=[C:6]([CH3:17])[N:5]=[CH:4][N:3]=1.[CH3:18][O:19][C:20](=[O:28])[CH2:21][CH:22]1[CH2:27][CH2:26][NH:25][CH2:24][CH2:23]1.CCN(C(C)C)C(C)C. Product: [CH3:18][O:19][C:20](=[O:28])[CH2:21][CH:22]1[CH2:23][CH2:24][N:25]([C:2]2[C:7]([C:8]#[C:9][C:10]3[CH:11]=[N:12][C:13]([NH2:16])=[CH:14][CH:15]=3)=[C:6]([CH3:17])[N:5]=[CH:4][N:3]=2)[CH2:26][CH2:27]1. The catalyst class is: 10. (2) Reactant: [CH:1]1[C:10]2[C:5](=[CH:6][CH:7]=[CH:8][CH:9]=2)[CH:4]=[CH:3][N+:2]=1[O-].P([C:20]#[N:21])(=O)(OCC)OCC. Product: [C:1]1([C:20]#[N:21])[C:10]2[C:5](=[CH:6][CH:7]=[CH:8][CH:9]=2)[CH:4]=[CH:3][N:2]=1. The catalyst class is: 10. (3) Reactant: [C:1]([C:3]1[CH:10]=[CH:9][C:6]([CH2:7][OH:8])=[CH:5][CH:4]=1)#[N:2].O.[OH-].[Na+]. Product: [NH2:2][CH2:1][C:3]1[CH:10]=[CH:9][C:6]([CH2:7][OH:8])=[CH:5][CH:4]=1. The catalyst class is: 27.